From a dataset of Peptide-MHC class II binding affinity with 134,281 pairs from IEDB. Regression. Given a peptide amino acid sequence and an MHC pseudo amino acid sequence, predict their binding affinity value. This is MHC class II binding data. (1) The peptide sequence is DHMSIYKFMGRSHFL. The MHC is DRB1_0401 with pseudo-sequence DRB1_0401. The binding affinity (normalized) is 0.172. (2) The peptide sequence is LNHVRIPIGYWAVNP. The MHC is DRB1_0405 with pseudo-sequence DRB1_0405. The binding affinity (normalized) is 0.208. (3) The peptide sequence is SPPVVSFRETVLDKS. The MHC is HLA-DQA10301-DQB10302 with pseudo-sequence HLA-DQA10301-DQB10302. The binding affinity (normalized) is 0.251. (4) The MHC is DRB1_0405 with pseudo-sequence DRB1_0405. The peptide sequence is ESHGVAAVLFAATAA. The binding affinity (normalized) is 0.196. (5) The peptide sequence is ALSDADWHFIADPAS. The binding affinity (normalized) is 0.0776. The MHC is HLA-DQA10501-DQB10301 with pseudo-sequence HLA-DQA10501-DQB10301. (6) The peptide sequence is INRQILDNAAKYVEH. The MHC is DRB3_0101 with pseudo-sequence DRB3_0101. The binding affinity (normalized) is 0.366.